Dataset: Catalyst prediction with 721,799 reactions and 888 catalyst types from USPTO. Task: Predict which catalyst facilitates the given reaction. (1) Reactant: [CH2:1]([N:8]1[C:20]2[C:11](=[C:12]3[C:17](=[C:18]4[CH:24]=[C:23]([F:25])[CH:22]=[CH:21][C:19]4=2)[C:16](=[O:26])[N:15]([CH2:27][O:28][CH2:29][CH2:30][Si:31]([CH3:34])([CH3:33])[CH3:32])[CH:14]=[CH:13]3)[N:10]=[C:9]1[N:35]1[CH2:40][CH2:39][C:38](=O)[CH2:37][CH2:36]1)[C:2]1[CH:7]=[CH:6][CH:5]=[CH:4][CH:3]=1.C(=O)(O)[O-].[K+].Cl.[NH2:48][OH:49]. Product: [CH2:1]([N:8]1[C:20]2[C:11](=[C:12]3[C:17](=[C:18]4[CH:24]=[C:23]([F:25])[CH:22]=[CH:21][C:19]4=2)[C:16](=[O:26])[N:15]([CH2:27][O:28][CH2:29][CH2:30][Si:31]([CH3:32])([CH3:33])[CH3:34])[CH:14]=[CH:13]3)[N:10]=[C:9]1[N:35]1[CH2:36][CH2:37][C:38](=[N:48][OH:49])[CH2:39][CH2:40]1)[C:2]1[CH:3]=[CH:4][CH:5]=[CH:6][CH:7]=1. The catalyst class is: 5. (2) Reactant: [CH:1]1([N:4]2[C:8]3[N:9]=[CH:10][N:11]=[CH:12][C:7]=3[C:6]([C:13]([C:15]3[CH:20]=[CH:19][N:18]=[C:17]([N:21]=C(C4C=CC=CC=4)C4C=CC=CC=4)[CH:16]=3)=[O:14])=[CH:5]2)[CH2:3][CH2:2]1.Cl. Product: [NH2:21][C:17]1[CH:16]=[C:15]([C:13]([C:6]2[C:7]3[CH:12]=[N:11][CH:10]=[N:9][C:8]=3[N:4]([CH:1]3[CH2:2][CH2:3]3)[CH:5]=2)=[O:14])[CH:20]=[CH:19][N:18]=1. The catalyst class is: 20.